Task: Binary Classification. Given a drug SMILES string, predict its activity (active/inactive) in a high-throughput screening assay against a specified biological target.. Dataset: M1 muscarinic receptor agonist screen with 61,833 compounds (1) The drug is O(C1C2CCN(C1)CC2)C(=O)COc1ccccc1. The result is 0 (inactive). (2) The molecule is S(CC(=O)Nc1c(scc1)C(OC)=O)c1n(nnn1)c1c(F)cccc1. The result is 0 (inactive). (3) The drug is O(C(C)C)C(=O)CN1C(=O)c2c(C1=O)cccc2. The result is 0 (inactive). (4) The compound is Oc1c2c(n(c(=O)c1C(=O)Nc1nccnc1)C)cccc2. The result is 0 (inactive).